From a dataset of Full USPTO retrosynthesis dataset with 1.9M reactions from patents (1976-2016). Predict the reactants needed to synthesize the given product. (1) The reactants are: [Cl:1][C:2]1[CH:3]=[C:4]([CH:7]=[C:8]([Cl:22])[C:9]=1[O:10][C:11]1[CH:16]=[CH:15][C:14]([O:17][CH3:18])=[C:13]([CH:19]([CH3:21])[CH3:20])[CH:12]=1)[CH:5]=O.[CH2:23]1[S:29][C:27](=[O:28])[NH:26][C:24]1=[O:25].C([O-])(=O)C.[NH2+]1CCCCC1.N1CCCCC1.C(O)(=O)C. Given the product [Cl:1][C:2]1[CH:3]=[C:4]([CH:7]=[C:8]([Cl:22])[C:9]=1[O:10][C:11]1[CH:16]=[CH:15][C:14]([O:17][CH3:18])=[C:13]([CH:19]([CH3:21])[CH3:20])[CH:12]=1)[CH:5]=[C:23]1[S:29][C:27](=[O:28])[NH:26][C:24]1=[O:25], predict the reactants needed to synthesize it. (2) Given the product [Cl:1][C:2]1[CH:3]=[C:4]([CH:9]=[C:10]([C:13]([F:16])([F:15])[F:14])[C:11]=1[CH2:24][OH:25])[C:5]([O:7][CH3:8])=[O:6], predict the reactants needed to synthesize it. The reactants are: [Cl:1][C:2]1[CH:3]=[C:4]([CH:9]=[C:10]([C:13]([F:16])([F:15])[F:14])[C:11]=1I)[C:5]([O:7][CH3:8])=[O:6].C([Mg]Br)(C)C.C1C[O:25][CH2:24]C1.C(N1CCOCC1)=O.[BH4-].[Na+].Cl. (3) The reactants are: [N:1]1([C:5]2[C:10]([C:11]([C:13]3[CH:14]=[N:15][N:16]([CH3:25])[C:17]=3[C:18]3[CH:23]=[CH:22][C:21]([CH3:24])=[CH:20][CH:19]=3)=O)=[C:9](Cl)[N:8]=[CH:7][N:6]=2)[CH2:4][CH2:3][CH2:2]1.[CH3:27][NH:28][NH2:29]. Given the product [N:1]1([C:5]2[N:6]=[CH:7][N:8]=[C:9]3[N:28]([CH3:27])[N:29]=[C:11]([C:13]4[CH:14]=[N:15][N:16]([CH3:25])[C:17]=4[C:18]4[CH:23]=[CH:22][C:21]([CH3:24])=[CH:20][CH:19]=4)[C:10]=23)[CH2:4][CH2:3][CH2:2]1, predict the reactants needed to synthesize it. (4) Given the product [C:1]1([S:7]([N:10]2[C:18]3[C:13](=[CH:14][C:15]([C@H:20]([NH:22][S@:23]([C:25]([CH3:28])([CH3:27])[CH3:26])=[O:24])[CH3:21])=[CH:16][C:17]=3[F:19])[CH:12]=[C:11]2[CH3:29])(=[O:9])=[O:8])[CH:2]=[CH:3][CH:4]=[CH:5][CH:6]=1, predict the reactants needed to synthesize it. The reactants are: [C:1]1([S:7]([N:10]2[C:18]3[C:13](=[CH:14][C:15]([C:20](=[N:22][S@:23]([C:25]([CH3:28])([CH3:27])[CH3:26])=[O:24])[CH3:21])=[CH:16][C:17]=3[F:19])[CH:12]=[C:11]2[CH3:29])(=[O:9])=[O:8])[CH:6]=[CH:5][CH:4]=[CH:3][CH:2]=1.CCC(C)[BH-](C(C)CC)C(C)CC.[Li+].